This data is from Peptide-MHC class II binding affinity with 134,281 pairs from IEDB. The task is: Regression. Given a peptide amino acid sequence and an MHC pseudo amino acid sequence, predict their binding affinity value. This is MHC class II binding data. (1) The peptide sequence is RNTLLFLDLIILNFV. The MHC is DRB1_1501 with pseudo-sequence DRB1_1501. The binding affinity (normalized) is 0.422. (2) The peptide sequence is GTKGEAKDVIPEGWK. The MHC is HLA-DPA10201-DPB11401 with pseudo-sequence HLA-DPA10201-DPB11401. The binding affinity (normalized) is 0. (3) The peptide sequence is YGGSWKLEGRWDGEE. The MHC is DRB3_0301 with pseudo-sequence DRB3_0301. The binding affinity (normalized) is 0.388. (4) The peptide sequence is FESTGNLIAPEYGFKISY. The binding affinity (normalized) is 0.778. The MHC is DRB1_0401 with pseudo-sequence DRB1_0401. (5) The peptide sequence is QMRSMPFLRKTRWTF. The MHC is HLA-DQA10501-DQB10302 with pseudo-sequence HLA-DQA10501-DQB10302. The binding affinity (normalized) is 0.361.